This data is from Full USPTO retrosynthesis dataset with 1.9M reactions from patents (1976-2016). The task is: Predict the reactants needed to synthesize the given product. (1) Given the product [CH3:18][C:19]1[CH:26]=[CH:25][C:22]([CH2:23][NH:24][C:15](=[O:16])[CH2:14][CH2:13][C:5]2[CH:6]=[CH:7][C:8]([O:9][CH2:10][C:11]#[CH:12])=[C:3]([O:2][CH3:1])[CH:4]=2)=[CH:21][CH:20]=1, predict the reactants needed to synthesize it. The reactants are: [CH3:1][O:2][C:3]1[CH:4]=[C:5]([CH2:13][CH2:14][C:15](Cl)=[O:16])[CH:6]=[CH:7][C:8]=1[O:9][CH2:10][C:11]#[CH:12].[CH3:18][C:19]1[CH:26]=[CH:25][C:22]([CH2:23][NH2:24])=[CH:21][CH:20]=1. (2) Given the product [Br:1][C:2]1[CH:11]=[CH:10][CH:9]=[C:8]2[C:3]=1[CH:4]=[CH:5][N:6]=[C:7]2[Cl:15], predict the reactants needed to synthesize it. The reactants are: [Br:1][C:2]1[CH:11]=[CH:10][CH:9]=[C:8]2[C:3]=1[CH:4]=[CH:5][N+:6]([O-])=[CH:7]2.P(Cl)(Cl)([Cl:15])=O. (3) Given the product [F:29][C:2]1([F:1])[CH2:3][CH2:4][CH:5]([CH2:8][NH:9][C:10]([C:12]2[C:13]3[CH:14]=[CH:15][C:16]([CH:23]4[CH2:27][CH2:26][C:25](=[O:28])[CH2:24]4)=[N:17][C:18]=3[CH:19]=[CH:20][C:21]=2[Cl:22])=[O:11])[CH2:6][CH2:7]1, predict the reactants needed to synthesize it. The reactants are: [F:1][C:2]1([F:29])[CH2:7][CH2:6][CH:5]([CH2:8][NH:9][C:10]([C:12]2[C:13]3[CH:14]=[CH:15][C:16]([C:23]4[CH2:27][CH2:26][C:25](=[O:28])[CH:24]=4)=[N:17][C:18]=3[CH:19]=[CH:20][C:21]=2[Cl:22])=[O:11])[CH2:4][CH2:3]1.C([SiH](CC)CC)C.